Task: Predict the product of the given reaction.. Dataset: Forward reaction prediction with 1.9M reactions from USPTO patents (1976-2016) (1) Given the reactants Cl.[F:2][C:3]1[CH:4]=[C:5]([C:9]2([NH2:15])[CH2:14][CH2:13][CH2:12][CH2:11][CH2:10]2)[CH:6]=[CH:7][CH:8]=1.Cl[C:17]1[N:22]=[CH:21][C:20]([C:23]([O:25][CH2:26][CH3:27])=[O:24])=[CH:19][N:18]=1.CCN(C(C)C)C(C)C, predict the reaction product. The product is: [F:2][C:3]1[CH:4]=[C:5]([C:9]2([NH:15][C:17]3[N:18]=[CH:19][C:20]([C:23]([O:25][CH2:26][CH3:27])=[O:24])=[CH:21][N:22]=3)[CH2:14][CH2:13][CH2:12][CH2:11][CH2:10]2)[CH:6]=[CH:7][CH:8]=1. (2) Given the reactants [F:1][C:2]1[CH:7]=[CH:6][C:5]([C@@H:8]([NH:12]C(=O)OC(C)(C)C)[CH2:9][CH:10]=O)=[CH:4][CH:3]=1.[NH:20]1[CH2:25][CH2:24][O:23][CH2:22][CH2:21]1.C(O[BH-](OC(=O)C)OC(=O)C)(=O)C.[Na+].O, predict the reaction product. The product is: [F:1][C:2]1[CH:3]=[CH:4][C:5]([C@@H:8]([NH2:12])[CH2:9][CH2:10][N:20]2[CH2:25][CH2:24][O:23][CH2:22][CH2:21]2)=[CH:6][CH:7]=1. (3) The product is: [CH2:14]([C:13]1[CH:22]=[CH:23][C:24]([CH3:26])=[CH:25][C:12]=1[NH2:11])[C:16]1[CH:17]=[CH:18][CH:19]=[CH:20][CH:21]=1. Given the reactants [H-].[Al+3].[Li+].[H-].[H-].[H-].[Cl-].[Al+3].[Cl-].[Cl-].[NH2:11][C:12]1[CH:25]=[C:24]([CH3:26])[CH:23]=[CH:22][C:13]=1[C:14]([C:16]1[CH:21]=[CH:20][CH:19]=[CH:18][CH:17]=1)=O.C(OCC)C, predict the reaction product.